Dataset: Full USPTO retrosynthesis dataset with 1.9M reactions from patents (1976-2016). Task: Predict the reactants needed to synthesize the given product. (1) Given the product [N:29]([CH:6]([Si:5]([CH2:1][CH2:2][CH:3]=[CH2:4])([C:18]1[CH:19]=[CH:20][CH:21]=[CH:22][CH:23]=1)[C:12]1[CH:13]=[CH:14][CH:15]=[CH:16][CH:17]=1)[CH2:7][CH:8]([CH3:9])[CH3:10])=[N+:30]=[N-:31], predict the reactants needed to synthesize it. The reactants are: [CH2:1]([Si:5]([C:18]1[CH:23]=[CH:22][CH:21]=[CH:20][CH:19]=1)([C:12]1[CH:17]=[CH:16][CH:15]=[CH:14][CH:13]=1)[CH:6](O)[CH2:7][CH:8]([CH3:10])[CH3:9])[CH2:2][CH:3]=[CH2:4].CS(Cl)(=O)=O.[N-:29]=[N+:30]=[N-:31].[Na+]. (2) Given the product [C:4]([CH:5]([C:6]1[CH:11]=[CH:10][CH:9]=[CH:8][CH:7]=1)[NH:24][C:14]1[C:23]2[C:18](=[CH:19][CH:20]=[CH:21][CH:22]=2)[CH:17]=[CH:16][CH:15]=1)#[CH:3], predict the reactants needed to synthesize it. The reactants are: C(=O)([O-])O[CH2:3][CH:4]=[CH:5][C:6]1[CH:11]=[CH:10][CH:9]=[CH:8][CH:7]=1.[C:14]1([NH2:24])[C:23]2[C:18](=[CH:19][CH:20]=[CH:21][CH:22]=2)[CH:17]=[CH:16][CH:15]=1. (3) Given the product [CH:6]1([C:9](=[O:15])[CH2:10][C:11]2[O:5][N:4]=[C:1]([CH3:2])[N:3]=2)[CH2:8][CH2:7]1, predict the reactants needed to synthesize it. The reactants are: [C:1](=[N:4][OH:5])([NH2:3])[CH3:2].[CH:6]1([C:9](=[O:15])[CH2:10][C:11](OC)=O)[CH2:8][CH2:7]1. (4) Given the product [F:1][C:2]1[CH:7]=[CH:6][C:5]([N:8]2[CH2:13][CH2:12][N:11]([C:14]([CH3:18])([CH3:17])/[CH:15]=[CH:26]/[C:27]#[N:28])[CH2:10][CH2:9]2)=[CH:4][CH:3]=1, predict the reactants needed to synthesize it. The reactants are: [F:1][C:2]1[CH:7]=[CH:6][C:5]([N:8]2[CH2:13][CH2:12][N:11]([C:14]([CH3:18])([CH3:17])[CH:15]=O)[CH2:10][CH2:9]2)=[CH:4][CH:3]=1.C1(P(C2C=CC=CC=2)(C2C=CC=CC=2)=[CH:26][C:27]#[N:28])C=CC=CC=1.